From a dataset of Reaction yield outcomes from USPTO patents with 853,638 reactions. Predict the reaction yield, written as a fraction of the theoretical maximum amount of product (1.0 means a 100% yield; for example, 0.34 means a 34% yield). (1) The reactants are [N+:1]([C:4]1[CH:9]=[CH:8][C:7]([C:10]2[CH:15]=[CH:14][CH:13]=[C:12]([CH:16]=O)[CH:11]=2)=[CH:6][CH:5]=1)([O-:3])=[O:2].ClC1C=CC(C2C=CC=C(C[NH:32][CH2:33][C:34]3[CH:39]=[CH:38][C:37]([F:40])=[CH:36][CH:35]=3)C=2)=CC=1. No catalyst specified. The product is [F:40][C:37]1[CH:38]=[CH:39][C:34]([CH2:33][NH:32][CH2:16][C:12]2[CH:11]=[C:10]([C:7]3[CH:8]=[CH:9][C:4]([N+:1]([O-:3])=[O:2])=[CH:5][CH:6]=3)[CH:15]=[CH:14][CH:13]=2)=[CH:35][CH:36]=1. The yield is 0.710. (2) The reactants are [Br:1][C:2]1[S:6][C:5]([C:7]2([OH:17])[CH2:16][CH2:15][C:10]3(OCC[O:11]3)[CH2:9][CH2:8]2)=[N:4][CH:3]=1.Cl.[OH-].[Na+]. The catalyst is C1COCC1.CCOC(C)=O. The product is [Br:1][C:2]1[S:6][C:5]([C:7]2([OH:17])[CH2:8][CH2:9][C:10](=[O:11])[CH2:15][CH2:16]2)=[N:4][CH:3]=1. The yield is 0.870. (3) The reactants are FC(F)(F)C(O)=O.C(OC([NH:15][N:16]([C:30]1[CH:35]=[CH:34][C:33]([O:36][CH3:37])=[CH:32][CH:31]=1)[C:17]([CH:19]1[C:24](=O)[C@@:23]2([CH3:29])[C:26]([CH3:28])([CH3:27])[C@@H:20]1[CH2:21][CH2:22]2)=[O:18])=O)(C)(C)C. The catalyst is ClCCl. The product is [CH3:37][O:36][C:33]1[CH:32]=[CH:31][C:30]([N:16]2[C:17](=[O:18])[C:19]3[C@@H:20]4[C:26]([CH3:28])([CH3:27])[C@@:23]([CH3:29])([CH2:22][CH2:21]4)[C:24]=3[NH:15]2)=[CH:35][CH:34]=1. The yield is 0.720. (4) The reactants are [N+:1]([C:4]1[CH:5]=[C:6]([CH:10]=[CH:11][CH:12]=1)[C:7](Cl)=[O:8])([O-:3])=[O:2].[CH2:13]1[C:22]2[C:17](=[CH:18][CH:19]=[CH:20][CH:21]=2)[CH2:16][CH2:15][N:14]1[CH2:23][C:24]([NH2:27])([CH3:26])[CH3:25]. The catalyst is C(Cl)Cl.CN(C1C=CN=CC=1)C.CCOC(C)=O. The product is [CH2:13]1[C:22]2[C:17](=[CH:18][CH:19]=[CH:20][CH:21]=2)[CH2:16][CH2:15][N:14]1[CH2:23][C:24]([NH:27][C:7](=[O:8])[C:6]1[CH:10]=[CH:11][CH:12]=[C:4]([N+:1]([O-:3])=[O:2])[CH:5]=1)([CH3:25])[CH3:26]. The yield is 1.00. (5) The reactants are Cl[C:2]1[C:11]2[C:6](=[CH:7][C:8]([O:20][CH3:21])=[CH:9][C:10]=2[O:12][CH:13]2[CH2:18][CH2:17][N:16]([CH3:19])[CH2:15][CH2:14]2)[N:5]=[CH:4][N:3]=1.[NH2:22][C:23]1[CH:24]=[C:25]2[C:29](=[CH:30][CH:31]=1)[NH:28][CH:27]=[CH:26]2. No catalyst specified. The product is [NH:28]1[C:29]2[C:25](=[CH:24][C:23]([NH:22][C:2]3[C:11]4[C:6](=[CH:7][C:8]([O:20][CH3:21])=[CH:9][C:10]=4[O:12][CH:13]4[CH2:18][CH2:17][N:16]([CH3:19])[CH2:15][CH2:14]4)[N:5]=[CH:4][N:3]=3)=[CH:31][CH:30]=2)[CH:26]=[CH:27]1. The yield is 0.170. (6) No catalyst specified. The yield is 0.270. The product is [CH3:23][C:15]1[N:16]=[C:17]([NH:19][C:20]([NH2:22])=[NH:21])[S:18][C:14]=1[C:12]1[N:13]=[C:9]([NH:8][C:5]2[CH:6]=[CH:7][C:2]([O:24][C:25]3[CH:30]=[CH:29][CH:28]=[CH:27][CH:26]=3)=[CH:3][CH:4]=2)[S:10][CH:11]=1. The reactants are N[C:2]1[CH:7]=[CH:6][C:5]([NH:8][C:9]2[S:10][CH:11]=[C:12]([C:14]3[S:18][C:17]([NH:19][C:20]([NH2:22])=[NH:21])=[N:16][C:15]=3[CH3:23])[N:13]=2)=[CH:4][CH:3]=1.[O:24](C1C=CC(NC(N)=S)=CC=1)[C:25]1[CH:30]=[CH:29][CH:28]=[CH:27][CH:26]=1. (7) The reactants are [N:1]1[CH:6]=[CH:5][N:4]=[CH:3][C:2]=1[C:7]([OH:9])=O.CCN(C(C)C)C(C)C.CN(C(ON1N=NC2C=CC=NC1=2)=[N+](C)C)C.F[P-](F)(F)(F)(F)F.[F:43][C:44]1[CH:45]=[C:46]([C:54]2[CH:63]=[CH:62][C:61]3[C:56](=[C:57]([NH2:64])[CH:58]=[CH:59][CH:60]=3)[N:55]=2)[CH:47]=[C:48]([C:50]([F:53])([F:52])[F:51])[CH:49]=1. The catalyst is CN(C=O)C.O. The yield is 0.310. The product is [F:43][C:44]1[CH:45]=[C:46]([C:54]2[CH:63]=[CH:62][C:61]3[C:56](=[C:57]([NH:64][C:7]([C:2]4[CH:3]=[N:4][CH:5]=[CH:6][N:1]=4)=[O:9])[CH:58]=[CH:59][CH:60]=3)[N:55]=2)[CH:47]=[C:48]([C:50]([F:52])([F:53])[F:51])[CH:49]=1. (8) The reactants are [N+:1]([C:4]1[CH:9]=[CH:8][CH:7]=[CH:6][C:5]=1[C:10]1[C:11]2[NH:15][C:14]([C:16]([C:52]3[CH:57]=[CH:56][CH:55]=[CH:54][C:53]=3[N+:58]([O-])=O)=[C:17]3[N:51]=[C:20]([C:21]([C:42]4[CH:47]=[CH:46][CH:45]=[CH:44][C:43]=4[N+:48]([O-])=O)=[C:22]4[NH:41][C:25](=[C:26]([C:32]5[CH:37]=[CH:36][CH:35]=[CH:34][C:33]=5[N+:38]([O-])=O)[C:27]5[CH:28]=[CH:29][C:30]=1[N:31]=5)[CH:24]=[CH:23]4)[CH:19]=[CH:18]3)=[CH:13][CH:12]=2)([O-])=O.O.O.[Sn](Cl)Cl.N. The catalyst is Cl. The product is [NH2:58][C:53]1[CH:54]=[CH:55][CH:56]=[CH:57][C:52]=1[C:16]1[C:14]2[NH:15][C:11]([C:10]([C:5]3[CH:6]=[CH:7][CH:8]=[CH:9][C:4]=3[NH2:1])=[C:30]3[N:31]=[C:27]([C:26]([C:32]4[CH:37]=[CH:36][CH:35]=[CH:34][C:33]=4[NH2:38])=[C:25]4[NH:41][C:22](=[C:21]([C:42]5[CH:47]=[CH:46][CH:45]=[CH:44][C:43]=5[NH2:48])[C:20]5[CH:19]=[CH:18][C:17]=1[N:51]=5)[CH:23]=[CH:24]4)[CH:28]=[CH:29]3)=[CH:12][CH:13]=2. The yield is 0.900.